Dataset: Full USPTO retrosynthesis dataset with 1.9M reactions from patents (1976-2016). Task: Predict the reactants needed to synthesize the given product. (1) Given the product [C:2]([O:4][CH2:8][C:9]([OH:11])=[O:10])([CH3:5])([CH3:3])[CH3:1], predict the reactants needed to synthesize it. The reactants are: [CH3:1][C:2]([CH3:5])([O-:4])[CH3:3].[Na+].Cl[CH2:8][C:9]([OH:11])=[O:10]. (2) Given the product [CH2:1]([O:3][C:4]1[CH:9]=[CH:8][C:7]([C:10]2[CH:11]=[C:12]([C:13]([F:16])([F:15])[F:14])[N:25]3[N:26]=[CH:27][C:28]([C:29]4[CH:34]=[CH:33][N:32]=[C:31]([CH3:35])[CH:30]=4)=[C:24]3[N:23]=2)=[CH:6][C:5]=1[C:19]([F:22])([F:21])[F:20])[CH3:2], predict the reactants needed to synthesize it. The reactants are: [CH2:1]([O:3][C:4]1[CH:9]=[CH:8][C:7]([C:10](=O)[CH2:11][C:12](=O)[C:13]([F:16])([F:15])[F:14])=[CH:6][C:5]=1[C:19]([F:22])([F:21])[F:20])[CH3:2].[NH2:23][C:24]1[C:28]([C:29]2[CH:34]=[CH:33][N:32]=[C:31]([CH3:35])[CH:30]=2)=[CH:27][NH:26][N:25]=1. (3) Given the product [F:1][C:2]1[CH:3]=[CH:4][C:5]([C:8]2[C:12]([C:26]3[C:35]4[C:30](=[CH:31][CH:32]=[CH:33][CH:34]=4)[N:29]=[CH:28][CH:27]=3)=[CH:11][N:10]([CH:22]([CH3:23])[CH3:24])[N:9]=2)=[CH:6][CH:7]=1, predict the reactants needed to synthesize it. The reactants are: [F:1][C:2]1[CH:7]=[CH:6][C:5]([C:8]2[C:12](B3OC(C)(C)C(C)(C)O3)=[CH:11][N:10]([CH:22]([CH3:24])[CH3:23])[N:9]=2)=[CH:4][CH:3]=1.Cl[C:26]1[C:35]2[C:30](=[CH:31][CH:32]=[CH:33][CH:34]=2)[N:29]=[CH:28][CH:27]=1.C(=O)([O-])[O-].[Na+].[Na+]. (4) The reactants are: Br[CH2:2][CH2:3][CH2:4][CH2:5][CH2:6][C:7]#[N:8].[Cl:9][C:10]1[CH:15]=[CH:14][C:13]([OH:16])=[CH:12][CH:11]=1.C([O-])([O-])=O.[K+].[K+]. Given the product [Cl:9][C:10]1[CH:15]=[CH:14][C:13]([O:16][CH2:2][CH2:3][CH2:4][CH2:5][CH2:6][C:7]#[N:8])=[CH:12][CH:11]=1, predict the reactants needed to synthesize it. (5) Given the product [CH2:1]([O:8][C:9]1[CH:14]=[CH:13][N:12]([CH2:15][CH2:16][C:17]([CH3:25])([S:21]([CH3:24])(=[O:22])=[O:23])[C:18]([NH:52][O:51][CH:46]2[CH2:47][CH2:48][CH2:49][CH2:50][O:45]2)=[O:19])[C:11](=[O:26])[CH:10]=1)[C:2]1[CH:7]=[CH:6][CH:5]=[CH:4][CH:3]=1, predict the reactants needed to synthesize it. The reactants are: [CH2:1]([O:8][C:9]1[CH:14]=[CH:13][N:12]([CH2:15][CH2:16][C:17]([CH3:25])([S:21]([CH3:24])(=[O:23])=[O:22])[C:18](O)=[O:19])[C:11](=[O:26])[CH:10]=1)[C:2]1[CH:7]=[CH:6][CH:5]=[CH:4][CH:3]=1.O.ON1C2C=CC=CC=2N=N1.C(N(CC)CC)C.[O:45]1[CH2:50][CH2:49][CH2:48][CH2:47][CH:46]1[O:51][NH2:52].